This data is from Reaction yield outcomes from USPTO patents with 853,638 reactions. The task is: Predict the reaction yield, written as a fraction of the theoretical maximum amount of product (1.0 means a 100% yield; for example, 0.34 means a 34% yield). (1) The reactants are [CH3:1][C:2]([CH2:13][CH2:14][CH:15]=[C:16]([CH3:18])[CH3:17])=[CH:3][CH2:4][C:5]1[CH:10]=[CH:9][C:8]([CH2:11]I)=[CH:7][CH:6]=1.[P:19]([O:26]CC)([O:23][CH2:24][CH3:25])[O:20][CH2:21][CH3:22]. No catalyst specified. The product is [CH2:21]([O:20][P:19]([CH2:11][C:8]1[CH:9]=[CH:10][C:5]([CH2:4][CH:3]=[C:2]([CH3:1])[CH2:13][CH2:14][CH:15]=[C:16]([CH3:18])[CH3:17])=[CH:6][CH:7]=1)(=[O:26])[O:23][CH2:24][CH3:25])[CH3:22]. The yield is 0.970. (2) The product is [Cl:1][C:2]1[CH:3]=[CH:4][C:5]([OH:11])=[C:6]([CH:10]=1)[C:7]([NH:17][C:16]1[CH:18]=[CH:19][C:13]([F:12])=[C:14]([C:20]([F:23])([F:21])[F:22])[CH:15]=1)=[O:9]. No catalyst specified. The reactants are [Cl:1][C:2]1[CH:10]=[C:6]([C:7]([OH:9])=O)[C:5]([OH:11])=[CH:4][CH:3]=1.[F:12][C:13]1[CH:19]=[CH:18][C:16]([NH2:17])=[CH:15][C:14]=1[C:20]([F:23])([F:22])[F:21]. The yield is 0.721. (3) The reactants are [C:1]([O:5][C:6]([NH:8][CH2:9][C:10]1[C:11]([C:28]2[CH:33]=[CH:32][C:31]([CH3:34])=[CH:30][CH:29]=2)=[C:12]([CH2:21][CH2:22][C:23]([O:25]CC)=[O:24])[C:13]([CH3:20])=[N:14][C:15]=1[CH2:16][CH:17]([CH3:19])[CH3:18])=[O:7])([CH3:4])([CH3:3])[CH3:2].[OH-].[Na+].Cl. The catalyst is O1CCCC1. The product is [C:1]([O:5][C:6]([NH:8][CH2:9][C:10]1[C:11]([C:28]2[CH:29]=[CH:30][C:31]([CH3:34])=[CH:32][CH:33]=2)=[C:12]([CH2:21][CH2:22][C:23]([OH:25])=[O:24])[C:13]([CH3:20])=[N:14][C:15]=1[CH2:16][CH:17]([CH3:19])[CH3:18])=[O:7])([CH3:2])([CH3:3])[CH3:4]. The yield is 0.600. (4) The reactants are [ClH:1].[Br:2][C:3]1[CH:4]=[C:5]2[C:9](=[CH:10][CH:11]=1)[NH:8][N:7]=[C:6]2[C:12]([NH:14][CH2:15][CH:16]1[CH2:21][CH2:20][N:19](C(OC(C)(C)C)=O)[CH2:18][CH2:17]1)=[O:13]. The product is [ClH:1].[Br:2][C:3]1[CH:4]=[C:5]2[C:9](=[CH:10][CH:11]=1)[NH:8][N:7]=[C:6]2[C:12]([NH:14][CH2:15][CH:16]1[CH2:17][CH2:18][NH:19][CH2:20][CH2:21]1)=[O:13]. The catalyst is CCOCC.CO. The yield is 0.760. (5) The reactants are [CH:1]1[C:13]2CC3[C:6](=[CH:7][CH:8]=[CH:9][CH:10]=3)[C:5]=2[CH:4]=[CH:3][CH:2]=1.[CH3:14][C:15]([CH3:18])([O-])[CH3:16].[K+].IC. The catalyst is CS(C)=O. The product is [CH3:14][C:15]1([CH3:18])[C:13]2[CH:1]=[CH:2][CH:3]=[CH:4][C:5]=2[C:6]2[C:16]1=[CH:10][CH:9]=[CH:8][CH:7]=2. The yield is 0.815. (6) The reactants are C([O:8][C:9]1[C:27]([Cl:28])=[CH:26][C:12]([C:13]([NH:15][C:16]2[CH:25]=[CH:24][C:19]([C:20]([O:22][CH3:23])=[O:21])=[CH:18][CH:17]=2)=[O:14])=[CH:11][C:10]=1[Cl:29])C1C=CC=CC=1.B(Cl)(Cl)Cl. The catalyst is C(Cl)Cl. The product is [Cl:28][C:27]1[CH:26]=[C:12]([CH:11]=[C:10]([Cl:29])[C:9]=1[OH:8])[C:13]([NH:15][C:16]1[CH:17]=[CH:18][C:19]([C:20]([O:22][CH3:23])=[O:21])=[CH:24][CH:25]=1)=[O:14]. The yield is 0.840. (7) The reactants are [C:1]([C:4]1[N:5]=[C:6]([N:9]2[CH2:12][CH:11]([S:13][C:14]3[C@H:15]([CH3:45])[C@@H:16]4[C@@H:33]([C@H:34]([O:36][Si:37]([C:40]([CH3:43])([CH3:42])[CH3:41])([CH3:39])[CH3:38])[CH3:35])[C:32](=[O:44])[N:17]4[C:18]=3[C:19]([O:21][CH2:22][C:23]3[CH:28]=[CH:27][C:26]([N+:29]([O-:31])=[O:30])=[CH:25][CH:24]=3)=[O:20])[CH2:10]2)[S:7][CH:8]=1)([OH:3])=O.[Si:46]([O:63][CH:64]1[CH2:67][NH:66][CH2:65]1)([C:59]([CH3:62])([CH3:61])[CH3:60])([C:53]1[CH:58]=[CH:57][CH:56]=[CH:55][CH:54]=1)[C:47]1[CH:52]=[CH:51][CH:50]=[CH:49][CH:48]=1.C(P(C#N)(CC)=O)C.C(N(CC)CC)C. The catalyst is CN(C)C=O. The product is [Si:46]([O:63][CH:64]1[CH2:65][N:66]([C:1]([C:4]2[N:5]=[C:6]([N:9]3[CH2:10][CH:11]([S:13][C:14]4[C@H:15]([CH3:45])[C@@H:16]5[C@@H:33]([C@H:34]([O:36][Si:37]([C:40]([CH3:43])([CH3:42])[CH3:41])([CH3:38])[CH3:39])[CH3:35])[C:32](=[O:44])[N:17]5[C:18]=4[C:19]([O:21][CH2:22][C:23]4[CH:28]=[CH:27][C:26]([N+:29]([O-:31])=[O:30])=[CH:25][CH:24]=4)=[O:20])[CH2:12]3)[S:7][CH:8]=2)=[O:3])[CH2:67]1)([C:59]([CH3:62])([CH3:60])[CH3:61])([C:47]1[CH:52]=[CH:51][CH:50]=[CH:49][CH:48]=1)[C:53]1[CH:54]=[CH:55][CH:56]=[CH:57][CH:58]=1. The yield is 0.320. (8) The reactants are [NH:1]1[CH2:6][CH2:5][CH:4]([CH2:7][N:8]2[C:16]3[C:11](=[CH:12][CH:13]=[CH:14][CH:15]=3)[C:10]3([CH2:20][O:19][C:18]4[CH:21]=[C:22]5[C:26](=[CH:27][C:17]3=4)[CH2:25][CH2:24][O:23]5)[C:9]2=[O:28])[CH2:3][CH2:2]1.[CH:29](=O)[CH3:30].C(O[BH-](OC(=O)C)OC(=O)C)(=O)C.[Na+]. The catalyst is ClCCCl.C(=O)(O)[O-].[Na+]. The product is [CH2:29]([N:1]1[CH2:6][CH2:5][CH:4]([CH2:7][N:8]2[C:16]3[C:11](=[CH:12][CH:13]=[CH:14][CH:15]=3)[C:10]3([CH2:20][O:19][C:18]4[CH:21]=[C:22]5[C:26](=[CH:27][C:17]3=4)[CH2:25][CH2:24][O:23]5)[C:9]2=[O:28])[CH2:3][CH2:2]1)[CH3:30]. The yield is 0.800.